Dataset: Reaction yield outcomes from USPTO patents with 853,638 reactions. Task: Predict the reaction yield, written as a fraction of the theoretical maximum amount of product (1.0 means a 100% yield; for example, 0.34 means a 34% yield). (1) The reactants are [O:1]1[C:5]2[CH:6]=[CH:7][C:8]([C:10]3([C:13]([NH:15][C:16]4[CH:17]=[CH:18][C:19]([CH2:33][C:34]#[N:35])=[C:20]([C:22]5[CH:27]=[CH:26][C:25]([C:28]([N:30]([CH3:32])[CH3:31])=[O:29])=[CH:24][CH:23]=5)[CH:21]=4)=[O:14])[CH2:12][CH2:11]3)=[CH:9][C:4]=2[O:3][CH2:2]1.[OH:36]O.[OH-].[Na+]. The catalyst is CO. The product is [NH2:35][C:34](=[O:36])[CH2:33][C:19]1[CH:18]=[CH:17][C:16]([NH:15][C:13]([C:10]2([C:8]3[CH:7]=[CH:6][C:5]4[O:1][CH2:2][O:3][C:4]=4[CH:9]=3)[CH2:11][CH2:12]2)=[O:14])=[CH:21][C:20]=1[C:22]1[CH:27]=[CH:26][C:25]([C:28]([N:30]([CH3:32])[CH3:31])=[O:29])=[CH:24][CH:23]=1. The yield is 0.230. (2) The reactants are [F:1][C:2]1[CH:3]=[C:4]([CH:11]([CH3:17])[C:12]([O:14][CH2:15][CH3:16])=[O:13])[CH:5]=[CH:6][C:7]=1[N+:8]([O-])=O. The catalyst is CCO.[Pd]. The product is [NH2:8][C:7]1[CH:6]=[CH:5][C:4]([CH:11]([CH3:17])[C:12]([O:14][CH2:15][CH3:16])=[O:13])=[CH:3][C:2]=1[F:1]. The yield is 0.770.